From a dataset of NCI-60 drug combinations with 297,098 pairs across 59 cell lines. Regression. Given two drug SMILES strings and cell line genomic features, predict the synergy score measuring deviation from expected non-interaction effect. (1) Drug 1: C1=CC=C(C=C1)NC(=O)CCCCCCC(=O)NO. Drug 2: C1=NC2=C(N1)C(=S)N=CN2. Cell line: HL-60(TB). Synergy scores: CSS=24.7, Synergy_ZIP=-5.40, Synergy_Bliss=-3.37, Synergy_Loewe=-9.51, Synergy_HSA=-6.92. (2) Drug 1: CCC1=CC2CC(C3=C(CN(C2)C1)C4=CC=CC=C4N3)(C5=C(C=C6C(=C5)C78CCN9C7C(C=CC9)(C(C(C8N6C)(C(=O)OC)O)OC(=O)C)CC)OC)C(=O)OC.C(C(C(=O)O)O)(C(=O)O)O. Drug 2: CN(C)N=NC1=C(NC=N1)C(=O)N. Cell line: UO-31. Synergy scores: CSS=17.1, Synergy_ZIP=-7.52, Synergy_Bliss=-4.93, Synergy_Loewe=-1.30, Synergy_HSA=-1.24. (3) Drug 1: CN1CCC(CC1)COC2=C(C=C3C(=C2)N=CN=C3NC4=C(C=C(C=C4)Br)F)OC. Drug 2: CC1=C2C(C(=O)C3(C(CC4C(C3C(C(C2(C)C)(CC1OC(=O)C(C(C5=CC=CC=C5)NC(=O)C6=CC=CC=C6)O)O)OC(=O)C7=CC=CC=C7)(CO4)OC(=O)C)O)C)OC(=O)C. Synergy scores: CSS=65.9, Synergy_ZIP=15.3, Synergy_Bliss=10.4, Synergy_Loewe=-16.2, Synergy_HSA=11.7. Cell line: HCC-2998. (4) Drug 1: C#CCC(CC1=CN=C2C(=N1)C(=NC(=N2)N)N)C3=CC=C(C=C3)C(=O)NC(CCC(=O)O)C(=O)O. Drug 2: C1=NC2=C(N1)C(=S)N=CN2. Cell line: NCIH23. Synergy scores: CSS=39.8, Synergy_ZIP=-10.4, Synergy_Bliss=-5.64, Synergy_Loewe=-0.829, Synergy_HSA=-0.958. (5) Drug 1: CC12CCC3C(C1CCC2=O)CC(=C)C4=CC(=O)C=CC34C. Drug 2: COCCOC1=C(C=C2C(=C1)C(=NC=N2)NC3=CC=CC(=C3)C#C)OCCOC.Cl. Cell line: MCF7. Synergy scores: CSS=6.72, Synergy_ZIP=-6.84, Synergy_Bliss=-3.61, Synergy_Loewe=-6.69, Synergy_HSA=-4.33. (6) Drug 1: C1=CC(=CC=C1CCCC(=O)O)N(CCCl)CCCl. Drug 2: C1=CC(=CC=C1C#N)C(C2=CC=C(C=C2)C#N)N3C=NC=N3. Cell line: RPMI-8226. Synergy scores: CSS=39.0, Synergy_ZIP=-2.58, Synergy_Bliss=-6.93, Synergy_Loewe=-10.7, Synergy_HSA=-9.25.